Dataset: Reaction yield outcomes from USPTO patents with 853,638 reactions. Task: Predict the reaction yield, written as a fraction of the theoretical maximum amount of product (1.0 means a 100% yield; for example, 0.34 means a 34% yield). (1) The reactants are Cl[C:2]1[C:7]2[CH2:8][CH2:9][CH2:10][C:6]=2[N:5]=[C:4]([NH2:11])[N:3]=1.[O-:12][CH2:13][CH3:14].[Na+]. The catalyst is C1(C)C(C)=CC=CC=1.C(O)C. The product is [CH2:13]([O:12][C:2]1[C:7]2[CH2:8][CH2:9][CH2:10][C:6]=2[N:5]=[C:4]([NH2:11])[N:3]=1)[CH3:14]. The yield is 0.980. (2) The reactants are C([O:8][C:9]1[CH:14]=[CH:13][C:12]([Si:15]([C:44]2[CH:49]=[CH:48][C:47]([O:50]CC3C=CC=CC=3)=[CH:46][CH:45]=2)([C:30]2[CH:35]=[CH:34][C:33]([O:36]CC3C=CC=CC=3)=[CH:32][CH:31]=2)[C:16]2[CH:21]=[CH:20][C:19]([O:22]CC3C=CC=CC=3)=[CH:18][CH:17]=2)=[CH:11][CH:10]=1)C1C=CC=CC=1.[H][H]. The catalyst is [Pd].C1COCC1. The product is [OH:22][C:19]1[CH:18]=[CH:17][C:16]([Si:15]([C:30]2[CH:35]=[CH:34][C:33]([OH:36])=[CH:32][CH:31]=2)([C:12]2[CH:13]=[CH:14][C:9]([OH:8])=[CH:10][CH:11]=2)[C:44]2[CH:45]=[CH:46][C:47]([OH:50])=[CH:48][CH:49]=2)=[CH:21][CH:20]=1. The yield is 0.910. (3) The reactants are [CH3:1][O:2][C:3]1[CH:12]=[C:11]2[C:6]([CH2:7][CH2:8][CH2:9][C:10]2=O)=[CH:5][CH:4]=1.Cl.[NH2:15][OH:16].C([O-])(=O)C.[Na+]. The catalyst is C(O)C. The product is [CH3:1][O:2][C:3]1[CH:12]=[C:11]2[C:6]([CH2:7][CH2:8][CH2:9]/[C:10]/2=[N:15]/[OH:16])=[CH:5][CH:4]=1. The yield is 0.970. (4) The reactants are Br[C:2]1[NH:6][CH:5]=[C:4]([CH:7]=[O:8])[CH:3]=1.[CH3:9][C:10]1[CH:15]=[CH:14][CH:13]=[CH:12][C:11]=1B(O)O.C(=O)([O-])[O-].[Na+].[Na+].COCCOC. The catalyst is O. The product is [CH3:9][C:10]1[CH:15]=[CH:14][CH:13]=[CH:12][C:11]=1[C:2]1[NH:6][CH:5]=[C:4]([CH:7]=[O:8])[CH:3]=1. The yield is 0.680. (5) The reactants are [CH3:1][N:2]([CH3:30])[C:3]([O:5][C:6]1(O)[CH:15]=[CH:14][C:13]2[CH:12]([CH2:16][C:17](OCC)=[O:18])[N:11]([C:22]([O:24][C:25]([CH3:28])([CH3:27])[CH3:26])=[O:23])[CH2:10][CH2:9][C:8]=2[CH2:7]1)=[O:4].[H-].[Al+3].[Li+].[H-].[H-].[H-].O.[OH-].[Na+]. The catalyst is O1CCCC1. The product is [CH3:30][N:2]([CH3:1])[C:3]([O:5][C:6]1[CH:7]=[C:8]2[C:13](=[CH:14][CH:15]=1)[CH:12]([CH2:16][CH2:17][OH:18])[N:11]([C:22]([O:24][C:25]([CH3:27])([CH3:26])[CH3:28])=[O:23])[CH2:10][CH2:9]2)=[O:4]. The yield is 0.780. (6) The reactants are Cl.[S:2]1[C:10]2[CH2:9][CH2:8][NH:7][CH2:6][C:5]=2[CH:4]=[C:3]1[CH:11]=[O:12].[C:13](Cl)(=[O:15])[CH3:14]. The catalyst is C(Cl)Cl. The product is [C:13]([N:7]1[CH2:8][CH2:9][C:10]2[S:2][C:3]([CH:11]=[O:12])=[CH:4][C:5]=2[CH2:6]1)(=[O:15])[CH3:14]. The yield is 0.714. (7) The reactants are [CH3:1][C:2]1([CH3:10])[O:7][C:6](=[O:8])[CH2:5][C:4](=[O:9])[O:3]1.[C:11]([O:15][C:16]([NH:18][CH2:19][CH2:20][C:21](O)=[O:22])=[O:17])([CH3:14])([CH3:13])[CH3:12].Cl.C(N=C=NCCCN(C)C)C. The catalyst is CN(C)C1C=CN=CC=1.ClCCl. The product is [C:11]([O:15][C:16](=[O:17])[NH:18][CH2:19][CH2:20][C:21](=[C:5]1[C:6](=[O:8])[O:7][C:2]([CH3:10])([CH3:1])[O:3][C:4]1=[O:9])[OH:22])([CH3:14])([CH3:12])[CH3:13]. The yield is 0.970. (8) The reactants are [CH:1]([C:3]1[CH:4]=[C:5]([N+:13]([O-:15])=[O:14])[C:6]([OH:12])=[C:7]([CH:11]=1)[C:8]([OH:10])=[O:9])=O.[C:16]1([C:22](=O)[CH2:23][C:24]2[CH:29]=[CH:28][CH:27]=[CH:26][CH:25]=2)[CH:21]=[CH:20][CH:19]=[CH:18][CH:17]=1.[NH2:31][C:32]([NH2:34])=[O:33].Cl. The catalyst is C(O)C. The product is [OH:12][C:6]1[C:5]([N+:13]([O-:15])=[O:14])=[CH:4][C:3]([CH:1]2[C:23]([C:24]3[CH:29]=[CH:28][CH:27]=[CH:26][CH:25]=3)=[C:22]([C:16]3[CH:21]=[CH:20][CH:19]=[CH:18][CH:17]=3)[NH:34][C:32](=[O:33])[NH:31]2)=[CH:11][C:7]=1[C:8]([OH:10])=[O:9]. The yield is 0.185. (9) The reactants are [O:1]([CH2:8][CH2:9][CH2:10][CH2:11][N:12]1C(=O)C2C(=CC=CC=2)C1=O)[C:2]1[CH:7]=[CH:6][CH:5]=[CH:4][CH:3]=1.NN.O.CCOC(C)=O. The catalyst is CCO. The product is [O:1]([CH2:8][CH2:9][CH2:10][CH2:11][NH2:12])[C:2]1[CH:7]=[CH:6][CH:5]=[CH:4][CH:3]=1. The yield is 0.670.